This data is from Peptide-MHC class II binding affinity with 134,281 pairs from IEDB. The task is: Regression. Given a peptide amino acid sequence and an MHC pseudo amino acid sequence, predict their binding affinity value. This is MHC class II binding data. (1) The peptide sequence is VKIVQKRGIVKENIID. The MHC is DRB1_1101 with pseudo-sequence DRB1_1101. The binding affinity (normalized) is 0.272. (2) The peptide sequence is GTLKNSLFFSAQPFEI. The MHC is H-2-IAb with pseudo-sequence H-2-IAb. The binding affinity (normalized) is 0.811. (3) The peptide sequence is NSYIAEMETESWIVDKK. The MHC is DRB1_0901 with pseudo-sequence DRB1_0901. The binding affinity (normalized) is 0.294. (4) The MHC is DRB3_0202 with pseudo-sequence DRB3_0202. The peptide sequence is AGELQIIDKIDAAFK. The binding affinity (normalized) is 0.199. (5) The peptide sequence is SDDLLTLAADLEKLK. The MHC is DRB1_0101 with pseudo-sequence DRB1_0101. The binding affinity (normalized) is 0.642. (6) The peptide sequence is APPPQLPRPPATPPP. The MHC is HLA-DPA10201-DPB11401 with pseudo-sequence HLA-DPA10201-DPB11401. The binding affinity (normalized) is 0. (7) The peptide sequence is ALSYYPTPLAKEDFL. The MHC is HLA-DQA10501-DQB10301 with pseudo-sequence HLA-DQA10501-DQB10301. The binding affinity (normalized) is 0.0818.